Dataset: Catalyst prediction with 721,799 reactions and 888 catalyst types from USPTO. Task: Predict which catalyst facilitates the given reaction. Reactant: Cl[C:2]1[N:7]=[C:6]([CH2:8][CH2:9][CH3:10])[N:5]=[C:4]([NH:11][C:12]2[CH:17]=[CH:16][CH:15]=[C:14]([CH:18]([CH3:20])[CH3:19])[CH:13]=2)[N:3]=1.[N:21]1[CH:26]=[CH:25][CH:24]=[CH:23][C:22]=1[CH2:27][NH2:28].C([O-])([O-])=O.[K+].[K+]. Product: [CH:18]([C:14]1[CH:13]=[C:12]([NH:11][C:4]2[N:3]=[C:2]([NH:28][CH2:27][C:22]3[CH:23]=[CH:24][CH:25]=[CH:26][N:21]=3)[N:7]=[C:6]([CH2:8][CH2:9][CH3:10])[N:5]=2)[CH:17]=[CH:16][CH:15]=1)([CH3:20])[CH3:19]. The catalyst class is: 58.